Task: Predict the reactants needed to synthesize the given product.. Dataset: Full USPTO retrosynthesis dataset with 1.9M reactions from patents (1976-2016) (1) Given the product [Cl:1][C:2]1[CH:3]=[CH:4][C:5]([O:27][CH2:28][C:29]2[CH:30]=[CH:31][CH:32]=[CH:33][CH:34]=2)=[C:6]([CH2:8][C:9]2[O:10][CH:11]=[C:12]([C:14]3[NH:18][C:17]4[CH:19]=[CH:20][C:21]([CH2:23][OH:24])=[CH:22][C:16]=4[N:15]=3)[N:13]=2)[CH:7]=1, predict the reactants needed to synthesize it. The reactants are: [Cl:1][C:2]1[CH:3]=[CH:4][C:5]([O:27][CH2:28][C:29]2[CH:34]=[CH:33][CH:32]=[CH:31][CH:30]=2)=[C:6]([CH2:8][C:9]2[O:10][CH:11]=[C:12]([C:14]3[NH:18][C:17]4[CH:19]=[CH:20][C:21]([C:23](OC)=[O:24])=[CH:22][C:16]=4[N:15]=3)[N:13]=2)[CH:7]=1.[H-].[Al+3].[Li+].[H-].[H-].[H-]. (2) Given the product [CH2:31]([O:30][C:29]([C:7]1[N:3]([CH2:1][CH3:2])[C:4]([C:8]2[C:17]3[C:12](=[CH:13][CH:14]=[CH:15][CH:16]=3)[CH:11]=[CH:10][CH:9]=2)=[N:5][CH:6]=1)=[O:33])[CH3:32], predict the reactants needed to synthesize it. The reactants are: [CH2:1]([N:3]1[CH:7]=[CH:6][N:5]=[C:4]1[C:8]1[C:17]2[C:12](=[CH:13][CH:14]=[CH:15][CH:16]=2)[CH:11]=[CH:10][CH:9]=1)[CH3:2].[Li]CCCC.CCCCCC.[C:29](=O)([O:33]CC)[O:30][CH2:31][CH3:32]. (3) Given the product [Cl:39][C:24]1[C:25]([NH:27][C:28]2[CH:38]=[CH:37][CH:36]=[CH:35][C:29]=2[C:30]([NH:32][CH2:33][CH3:34])=[O:31])=[N:26][C:21]([NH:17][C:12]2[C:13]([O:15][CH3:16])=[CH:14][C:7]3[CH2:6][CH2:5][N:4]([CH2:3][C:2]([F:1])([F:19])[CH3:18])[CH2:10][CH2:9][C:8]=3[CH:11]=2)=[N:22][CH:23]=1, predict the reactants needed to synthesize it. The reactants are: [F:1][C:2]([F:19])([CH3:18])[CH2:3][N:4]1[CH2:10][CH2:9][C:8]2[CH:11]=[C:12]([NH2:17])[C:13]([O:15][CH3:16])=[CH:14][C:7]=2[CH2:6][CH2:5]1.Cl[C:21]1[N:26]=[C:25]([NH:27][C:28]2[CH:38]=[CH:37][CH:36]=[CH:35][C:29]=2[C:30]([NH:32][CH2:33][CH3:34])=[O:31])[C:24]([Cl:39])=[CH:23][N:22]=1. (4) Given the product [O:14]1[CH2:15][CH2:16][O:17][C:12]2[CH:11]=[C:10]([NH:8][C:9]3[N:3]4[CH:4]=[CH:5][N:6]=[CH:7][C:2]4=[N:1][C:27]=3[C:23]3[CH:24]=[CH:25][CH:26]=[C:21]([F:20])[N:22]=3)[CH:19]=[CH:18][C:13]1=2, predict the reactants needed to synthesize it. The reactants are: [NH2:1][C:2]1[CH:7]=[N:6][CH:5]=[CH:4][N:3]=1.[N+:8]([C:10]1[CH:19]=[CH:18][C:13]2[O:14][CH2:15][CH2:16][O:17][C:12]=2[CH:11]=1)#[C-:9].[F:20][C:21]1[CH:26]=[CH:25][CH:24]=[C:23]([CH:27]=O)[N:22]=1.[Cl-].[In+3].[Cl-].[Cl-]. (5) The reactants are: [OH:1][C:2]1[CH:3]=[C:4]2[C:9](=[CH:10][CH:11]=1)[N:8]=[C:7]([C@:12]1([CH3:18])[CH2:16][O:15][C:14](=[O:17])[NH:13]1)[N:6]=[CH:5]2.C(Cl)Cl.[I:22]N1C(=O)CCC1=O. Given the product [OH:1][C:2]1[C:3]([I:22])=[C:4]2[C:9](=[CH:10][CH:11]=1)[N:8]=[C:7]([C@:12]1([CH3:18])[CH2:16][O:15][C:14](=[O:17])[NH:13]1)[N:6]=[CH:5]2, predict the reactants needed to synthesize it. (6) Given the product [C:1]([C:3]([CH3:50])([CH3:51])[C:4]1[CH:5]=[C:6]([NH:19][C:20]([NH:22][C@@H:23]2[C:32]3[C:27](=[CH:28][CH:29]=[CH:30][CH:31]=3)[C@H:26]([O:33][C:34]3[CH:35]=[CH:36][C:37]4[N:38]([C:40]([N:43]5[CH2:48][CH2:47][CH2:46][CH2:45][C@@H:44]5[CH3:49])=[N:41][N:42]=4)[CH:39]=3)[CH2:25][CH2:24]2)=[O:21])[N:7]([C:9]2[CH:10]=[C:11]([CH:12]=[CH:13][CH:14]=2)[O:15][CH2:16][CH2:17][O:18][S:96]([CH3:99])(=[O:97])=[O:95])[N:8]=1)#[N:2], predict the reactants needed to synthesize it. The reactants are: [C:1]([C:3]([CH3:51])([CH3:50])[C:4]1[CH:5]=[C:6]([NH:19][C:20]([NH:22][C@@H:23]2[C:32]3[C:27](=[CH:28][CH:29]=[CH:30][CH:31]=3)[C@H:26]([O:33][C:34]3[CH:35]=[CH:36][C:37]4[N:38]([C:40]([N:43]5[CH2:48][CH2:47][CH2:46][CH2:45][C@@H:44]5[CH3:49])=[N:41][N:42]=4)[CH:39]=3)[CH2:25][CH2:24]2)=[O:21])[N:7]([C:9]2[CH:14]=[CH:13][CH:12]=[C:11]([O:15][CH2:16][CH2:17][OH:18])[CH:10]=2)[N:8]=1)#[N:2].C[C@H]1CCC[C@@H](C)N1C1N2C=C(O[C@H]3C4C(=CC=CC=4)[C@@H](NC(=O)NC4N(C5C=NN(CC[O:95][S:96]([CH3:99])(=O)=[O:97])C=5)N=C(C(C)C)C=4)CC3)C=CC2=NN=1. (7) Given the product [Br:6][C:7]1[C:8]([Cl:15])=[N:9][CH:10]=[C:11]([CH2:13][S:2]([CH3:1])(=[O:4])=[O:3])[CH:12]=1, predict the reactants needed to synthesize it. The reactants are: [CH3:1][S:2]([O-:4])=[O:3].[Na+].[Br:6][C:7]1[C:8]([Cl:15])=[N:9][CH:10]=[C:11]([CH2:13]Br)[CH:12]=1.